The task is: Regression. Given two drug SMILES strings and cell line genomic features, predict the synergy score measuring deviation from expected non-interaction effect.. This data is from NCI-60 drug combinations with 297,098 pairs across 59 cell lines. (1) Cell line: IGROV1. Synergy scores: CSS=8.90, Synergy_ZIP=-0.888, Synergy_Bliss=1.01, Synergy_Loewe=-4.65, Synergy_HSA=0.325. Drug 1: C1C(C(OC1N2C=C(C(=O)NC2=O)F)CO)O. Drug 2: C1C(C(OC1N2C=NC(=NC2=O)N)CO)O. (2) Synergy scores: CSS=19.2, Synergy_ZIP=-4.97, Synergy_Bliss=-3.32, Synergy_Loewe=-70.5, Synergy_HSA=-6.00. Cell line: NCI-H322M. Drug 2: CN(C)N=NC1=C(NC=N1)C(=O)N. Drug 1: C1=CC(=C2C(=C1NCCNCCO)C(=O)C3=C(C=CC(=C3C2=O)O)O)NCCNCCO. (3) Drug 1: COC1=CC(=CC(=C1O)OC)C2C3C(COC3=O)C(C4=CC5=C(C=C24)OCO5)OC6C(C(C7C(O6)COC(O7)C8=CC=CS8)O)O. Drug 2: CC1C(C(CC(O1)OC2CC(CC3=C2C(=C4C(=C3O)C(=O)C5=C(C4=O)C(=CC=C5)OC)O)(C(=O)C)O)N)O.Cl. Cell line: UACC-257. Synergy scores: CSS=18.2, Synergy_ZIP=-4.01, Synergy_Bliss=7.34, Synergy_Loewe=6.12, Synergy_HSA=6.43.